Dataset: Reaction yield outcomes from USPTO patents with 853,638 reactions. Task: Predict the reaction yield, written as a fraction of the theoretical maximum amount of product (1.0 means a 100% yield; for example, 0.34 means a 34% yield). (1) The reactants are [CH3:1][N:2](C)/[CH:3]=[CH:4]/[C:5]([C:7]1[N:11]2[CH:12]=[CH:13][C:14]([CH:16]3[CH2:21][CH2:20][N:19]([C:22]([O:24][CH2:25][C:26]4[CH:31]=[CH:30][CH:29]=[CH:28][CH:27]=4)=[O:23])[CH2:18][CH2:17]3)=[CH:15][C:10]2=[N:9][C:8]=1[C:32]1[CH:37]=[CH:36][C:35]([F:38])=[CH:34][CH:33]=1)=O.C(O)CC.Cl.C(N)=[NH:46].C[O-].[Na+]. The catalyst is CO.C(Cl)Cl. The product is [F:38][C:35]1[CH:36]=[CH:37][C:32]([C:8]2[N:9]=[C:10]3[CH:15]=[C:14]([CH:16]4[CH2:21][CH2:20][N:19]([C:22]([O:24][CH2:25][C:26]5[CH:31]=[CH:30][CH:29]=[CH:28][CH:27]=5)=[O:23])[CH2:18][CH2:17]4)[CH:13]=[CH:12][N:11]3[C:7]=2[C:5]2[CH:4]=[CH:3][N:2]=[CH:1][N:46]=2)=[CH:33][CH:34]=1. The yield is 0.660. (2) The reactants are [NH2:1][C@@H:2]([CH2:17][C:18]1[CH:23]=[CH:22][CH:21]=[CH:20][CH:19]=1)[C:3]([NH:5][C:6]1[S:7][C:8]([C:11]2[CH:16]=[CH:15][N:14]=[CH:13][CH:12]=2)=[N:9][N:10]=1)=[O:4].[NH:24]1[CH:28]=[C:27]([CH:29]=O)[N:26]=[CH:25]1.[BH3-][C:32]#N.[Na+]. The catalyst is CO. The product is [CH3:32][N:24]1[CH:28]=[C:27]([CH2:29][NH:1][C@@H:2]([CH2:17][C:18]2[CH:23]=[CH:22][CH:21]=[CH:20][CH:19]=2)[C:3]([NH:5][C:6]2[S:7][C:8]([C:11]3[CH:16]=[CH:15][N:14]=[CH:13][CH:12]=3)=[N:9][N:10]=2)=[O:4])[N:26]=[CH:25]1. The yield is 0.550. (3) The reactants are [Br:1][C:2]1[C:15]2[C:6](=[C:7]3[C:12](=[C:13]([NH2:16])[N:14]=2)[CH:11]=[CH:10][CH:9]=[CH:8]3)[CH:5]=[CH:4][CH:3]=1.C(=O)(O)[O-].[Na+].Cl[CH2:23][CH:24]=O. The catalyst is CC(O)C. The product is [Br:1][C:2]1[C:15]2[N:14]3[CH:23]=[CH:24][N:16]=[C:13]3[C:12]3[CH:11]=[CH:10][CH:9]=[CH:8][C:7]=3[C:6]=2[CH:5]=[CH:4][CH:3]=1. The yield is 0.620.